Dataset: Forward reaction prediction with 1.9M reactions from USPTO patents (1976-2016). Task: Predict the product of the given reaction. (1) The product is: [Cl:21][C:20]1[C:14]2[O:13][C:12]([CH2:8][CH2:9][C:10]#[C:11][C:2]3[CH:7]=[CH:6][CH:5]=[CH:4][N:3]=3)=[N:16][C:15]=2[CH:17]=[C:18]([F:22])[CH:19]=1. Given the reactants Br[C:2]1[CH:7]=[CH:6][CH:5]=[CH:4][N:3]=1.[CH2:8]([C:12]1[O:13][C:14]2[C:20]([Cl:21])=[CH:19][C:18]([F:22])=[CH:17][C:15]=2[N:16]=1)[CH2:9][C:10]#[CH:11], predict the reaction product. (2) Given the reactants [C:1]([C:5]1[CH:10]=[CH:9][C:8]([N:11]=[C:12]=[S:13])=[CH:7][CH:6]=1)([CH3:4])([CH3:3])[CH3:2].Cl.[CH3:15][NH:16][O:17][CH2:18][C:19]([OH:21])=[O:20].C(N(CC)CC)C, predict the reaction product. The product is: [C:1]([C:5]1[CH:10]=[CH:9][C:8]([NH:11][C:12]([N:16]([CH3:15])[O:17][CH2:18][C:19]([OH:21])=[O:20])=[S:13])=[CH:7][CH:6]=1)([CH3:4])([CH3:2])[CH3:3]. (3) Given the reactants [CH:1](O)([C:8]1[CH:13]=[CH:12][CH:11]=[CH:10][CH:9]=1)[C:2]1[CH:7]=[CH:6][CH:5]=[CH:4][CH:3]=1.[ClH:15], predict the reaction product. The product is: [CH:1]([Cl:15])([C:8]1[CH:13]=[CH:12][CH:11]=[CH:10][CH:9]=1)[C:2]1[CH:7]=[CH:6][CH:5]=[CH:4][CH:3]=1. (4) Given the reactants [BH4-].[Na+].C[O:4][C:5](=O)[CH2:6][C:7]1[N:12]=[C:11]([C:13]([F:16])([F:15])[F:14])[N:10]=[C:9]([O:17][CH:18]2[CH2:23][CH2:22][N:21]([C:24]([O:26][C:27]([CH3:30])([CH3:29])[CH3:28])=[O:25])[CH2:20][CH2:19]2)[CH:8]=1.CO, predict the reaction product. The product is: [OH:4][CH2:5][CH2:6][C:7]1[N:12]=[C:11]([C:13]([F:15])([F:16])[F:14])[N:10]=[C:9]([O:17][CH:18]2[CH2:19][CH2:20][N:21]([C:24]([O:26][C:27]([CH3:30])([CH3:29])[CH3:28])=[O:25])[CH2:22][CH2:23]2)[CH:8]=1. (5) Given the reactants [O:1]=[C:2]([N:8]1[CH2:13][CH2:12][C:11](=O)[CH:10]([C:15]2[CH:20]=[CH:19][CH:18]=[CH:17][CH:16]=2)[CH2:9]1)[CH2:3][NH:4][C:5](=[O:7])[CH3:6].[C:21]1([C@@H:27]([NH2:29])[CH3:28])[CH:26]=[CH:25][CH:24]=[CH:23][CH:22]=1, predict the reaction product. The product is: [O:1]=[C:2]([N:8]1[CH2:13][CH2:12][C@H:11]([NH:29][C@H:27]([C:21]2[CH:26]=[CH:25][CH:24]=[CH:23][CH:22]=2)[CH3:28])[C@H:10]([C:15]2[CH:20]=[CH:19][CH:18]=[CH:17][CH:16]=2)[CH2:9]1)[CH2:3][NH:4][C:5](=[O:7])[CH3:6].